Task: Predict the reaction yield, written as a fraction of the theoretical maximum amount of product (1.0 means a 100% yield; for example, 0.34 means a 34% yield).. Dataset: Reaction yield outcomes from USPTO patents with 853,638 reactions (1) The reactants are [F:1][C:2]([F:25])([F:24])[C:3]([C:9]1[CH:14]=[CH:13][CH:12]=[C:11](B2OC(C)(C)C(C)(C)O2)[CH:10]=1)([OH:8])[C:4]([F:7])([F:6])[F:5].Cl[C:27]1[N:32]=[C:31]([NH:33][C:34]([C:36]2([C:39]3[CH:49]=[CH:48][C:42]4[O:43][C:44]([F:47])([F:46])[O:45][C:41]=4[CH:40]=3)[CH2:38][CH2:37]2)=[O:35])[CH:30]=[CH:29][C:28]=1[CH3:50]. The catalyst is COCCOC.C([O-])([O-])=O.[Na+].[Na+].C1C=CC([P]([Pd]([P](C2C=CC=CC=2)(C2C=CC=CC=2)C2C=CC=CC=2)([P](C2C=CC=CC=2)(C2C=CC=CC=2)C2C=CC=CC=2)[P](C2C=CC=CC=2)(C2C=CC=CC=2)C2C=CC=CC=2)(C2C=CC=CC=2)C2C=CC=CC=2)=CC=1. The product is [F:47][C:44]1([F:46])[O:43][C:42]2[CH:48]=[CH:49][C:39]([C:36]3([C:34]([NH:33][C:31]4[CH:30]=[CH:29][C:28]([CH3:50])=[C:27]([C:11]5[CH:12]=[CH:13][CH:14]=[C:9]([C:3]([OH:8])([C:4]([F:6])([F:5])[F:7])[C:2]([F:1])([F:25])[F:24])[CH:10]=5)[N:32]=4)=[O:35])[CH2:38][CH2:37]3)=[CH:40][C:41]=2[O:45]1. The yield is 0.800. (2) The reactants are [C:1]([C:3]1[CH:4]=[C:5]([C:16]([O:18][CH3:19])=[O:17])[C:6]2[C:7]([CH3:15])=[CH:8][N:9]([CH:12]([CH3:14])[CH3:13])[C:10]=2[CH:11]=1)#[N:2].[N:20]([Si](C)(C)C)=[N+:21]=[N-:22].O.O.O.[F-].C([N+](CCCC)(CCCC)CCCC)CCC.CO. The catalyst is CCOC(C)=O.CC(O)=O. The product is [CH:12]([N:9]1[C:10]2[CH:11]=[C:3]([C:1]3[NH:22][N:21]=[N:20][N:2]=3)[CH:4]=[C:5]([C:16]([O:18][CH3:19])=[O:17])[C:6]=2[C:7]([CH3:15])=[CH:8]1)([CH3:14])[CH3:13]. The yield is 0.480. (3) The reactants are Br[C:2]1[CH:3]=[CH:4][CH:5]=[C:6]2[C:11]=1[N:10]=[C:9]([CH3:12])[CH:8]=[CH:7]2.[CH2:13](N(CC)CC)[CH3:14]. The yield is 0.730. The catalyst is C(O)C. The product is [CH3:12][C:9]1[CH:8]=[CH:7][C:6]2[C:11](=[C:2]([CH:13]=[CH2:14])[CH:3]=[CH:4][CH:5]=2)[N:10]=1. (4) The reactants are [OH:1][C:2]1[CH:3]=[C:4]([NH:17]C(=O)C)[CH:5]=[CH:6][C:7]=1[C:8]([CH3:16])([CH3:15])[CH2:9][O:10][CH2:11][CH2:12][O:13][CH3:14].Cl.C([O-])([O-])=O.[Na+].[Na+]. No catalyst specified. The product is [CH3:14][O:13][CH2:12][CH2:11][O:10][CH2:9][C:8]([C:7]1[CH:6]=[CH:5][C:4]([NH2:17])=[CH:3][C:2]=1[OH:1])([CH3:16])[CH3:15]. The yield is 0.0600. (5) The reactants are [CH2:1]([C@H:3]1[C@H:12]([CH3:13])[C@@H:11]([NH:14][C:15](=[O:24])[O:16][CH2:17][C:18]2[CH:23]=[CH:22][CH:21]=[CH:20][CH:19]=2)[C:10]2[C:5](=[CH:6][CH:7]=[C:8]([F:25])[CH:9]=2)[NH:4]1)[CH3:2].CCN(C(C)C)C(C)C.[C:35](Cl)(=[O:37])[CH3:36]. The catalyst is ClCCl. The product is [C:35]([N:4]1[C:5]2[C:10](=[CH:9][C:8]([F:25])=[CH:7][CH:6]=2)[C@H:11]([NH:14][C:15](=[O:24])[O:16][CH2:17][C:18]2[CH:19]=[CH:20][CH:21]=[CH:22][CH:23]=2)[C@@H:12]([CH3:13])[C@@H:3]1[CH2:1][CH3:2])(=[O:37])[CH3:36]. The yield is 0.870. (6) The reactants are [NH:1]1[CH2:5][CH2:4][C@@H:3]([NH:6][C:7](=[O:13])[O:8][C:9]([CH3:12])([CH3:11])[CH3:10])[CH2:2]1.F[C:15]1[CH:20]=[CH:19][C:18]([N+:21]([O-:23])=[O:22])=[CH:17][CH:16]=1.C(=O)([O-])[O-].[K+].[K+]. The catalyst is C(#N)C. The product is [C:9]([O:8][C:7](=[O:13])[NH:6][C@@H:3]1[CH2:4][CH2:5][N:1]([C:15]2[CH:20]=[CH:19][C:18]([N+:21]([O-:23])=[O:22])=[CH:17][CH:16]=2)[CH2:2]1)([CH3:10])([CH3:12])[CH3:11]. The yield is 0.970. (7) The yield is 0.510. The catalyst is CO. The reactants are CO[C:3]([C:5]1[C:10]2[N:11]=[CH:12][N:13]([C:14]3[CH:19]=[CH:18][C:17]([N+:20]([O-:22])=[O:21])=[CH:16][CH:15]=3)[C:9]=2[CH:8]=[CH:7][N:6]=1)=[O:4].[CH3:23][N:24]([CH3:28])[CH2:25][CH2:26][NH2:27]. The product is [CH3:23][N:24]([CH3:28])[CH2:25][CH2:26][NH:27][C:3]([C:5]1[C:10]2[N:11]=[CH:12][N:13]([C:14]3[CH:19]=[CH:18][C:17]([N+:20]([O-:22])=[O:21])=[CH:16][CH:15]=3)[C:9]=2[CH:8]=[CH:7][N:6]=1)=[O:4]. (8) The reactants are [CH3:1][O:2][C:3]1[CH:4]=[C:5]([C:9]2[O:10][CH2:11][C:12](=[O:14])[N:13]=2)[CH:6]=[CH:7][CH:8]=1.N1C(C)=CC=CC=1C.[O:23](S(C(F)(F)F)(=O)=O)[S:24]([C:27]([F:30])([F:29])[F:28])(=O)=[O:25]. The catalyst is C(Cl)Cl. The product is [F:28][C:27]([F:30])([F:29])[S:24]([O:14][C:12]1[N:13]=[C:9]([C:5]2[CH:6]=[CH:7][CH:8]=[C:3]([O:2][CH3:1])[CH:4]=2)[O:10][CH:11]=1)(=[O:25])=[O:23]. The yield is 0.750. (9) The reactants are [CH2:1]([C:9]1[CH:14]=[CH:13][C:12]([NH:15][C:16](=[O:25])[NH:17][CH2:18][CH2:19][C:20]([O:22]CC)=[O:21])=[CH:11][CH:10]=1)[CH2:2][CH2:3][CH2:4][CH2:5][CH2:6][CH2:7][CH3:8].O1CCOCC1. The product is [CH2:1]([C:9]1[CH:10]=[CH:11][C:12]([NH:15][C:16](=[O:25])[NH:17][CH2:18][CH2:19][C:20]([OH:22])=[O:21])=[CH:13][CH:14]=1)[CH2:2][CH2:3][CH2:4][CH2:5][CH2:6][CH2:7][CH3:8]. No catalyst specified. The yield is 0.650.